Dataset: Forward reaction prediction with 1.9M reactions from USPTO patents (1976-2016). Task: Predict the product of the given reaction. Given the reactants Cl[C:2]1[CH:3]=[CH:4][C:5]2[O:14][CH2:13][CH2:12][C:11]3[CH:10]=[C:9]([C:15]4[N:16]([C:20]5[CH:25]=[CH:24][C:23]([F:26])=[CH:22][C:21]=5[F:27])[N:17]=[CH:18][N:19]=4)[S:8][C:7]=3[C:6]=2[N:28]=1.[CH3:29][N:30]1[CH2:35][CH2:34][CH:33]([CH2:36][NH2:37])[CH2:32][CH2:31]1.C(N1CCN2CCN(CCCC)P1N(CCCC)CC2)CCC.CC(C)([O-])C, predict the reaction product. The product is: [F:27][C:21]1[CH:22]=[C:23]([F:26])[CH:24]=[CH:25][C:20]=1[N:16]1[C:15]([C:9]2[S:8][C:7]3[C:6]4[N:28]=[C:2]([NH:37][CH2:36][CH:33]5[CH2:34][CH2:35][N:30]([CH3:29])[CH2:31][CH2:32]5)[CH:3]=[CH:4][C:5]=4[O:14][CH2:13][CH2:12][C:11]=3[CH:10]=2)=[N:19][CH:18]=[N:17]1.